From a dataset of Full USPTO retrosynthesis dataset with 1.9M reactions from patents (1976-2016). Predict the reactants needed to synthesize the given product. (1) Given the product [Br:14][CH:9]1[C:10](=[O:12])[CH2:11][CH:6]([C:2]2[O:1][CH:5]=[CH:4][CH:3]=2)[CH2:7][C:8]1=[O:13], predict the reactants needed to synthesize it. The reactants are: [O:1]1[CH:5]=[CH:4][CH:3]=[C:2]1[CH:6]1[CH2:11][C:10](=[O:12])[CH2:9][C:8](=[O:13])[CH2:7]1.[Br:14]N1C(=O)CCC1=O. (2) Given the product [C:1]([O:5][C:6](=[O:17])[NH:7][C:8]1[CH:13]=[C:12]([NH:22][CH2:21][CH2:20][O:19][CH3:18])[C:11]([C:15]#[N:16])=[CH:10][N:9]=1)([CH3:4])([CH3:3])[CH3:2], predict the reactants needed to synthesize it. The reactants are: [C:1]([O:5][C:6](=[O:17])[NH:7][C:8]1[CH:13]=[C:12](Cl)[C:11]([C:15]#[N:16])=[CH:10][N:9]=1)([CH3:4])([CH3:3])[CH3:2].[CH3:18][O:19][CH2:20][CH2:21][NH2:22].CCN(C(C)C)C(C)C. (3) Given the product [CH3:13][C:14]1([CH3:30])[C:18]([CH3:20])([CH3:19])[O:17][B:16]([C:2]2[CH:3]=[C:4]3[C:9](=[CH:10][CH:11]=2)[C:8](=[O:12])[NH:7][CH2:6][CH2:5]3)[O:15]1, predict the reactants needed to synthesize it. The reactants are: Br[C:2]1[CH:3]=[C:4]2[C:9](=[CH:10][CH:11]=1)[C:8](=[O:12])[NH:7][CH2:6][CH2:5]2.[CH3:13][C:14]1([CH3:30])[C:18]([CH3:20])([CH3:19])[O:17][B:16]([B:16]2[O:17][C:18]([CH3:20])([CH3:19])[C:14]([CH3:30])([CH3:13])[O:15]2)[O:15]1.C([O-])(=O)C.[K+].ClCCl. (4) Given the product [CH2:25]([O:32][C:33]([N:18]1[C@@H:11]2[CH2:10][N:9]([CH2:1][CH2:2][C:3]3[CH:4]=[CH:5][CH:6]=[CH:7][CH:8]=3)[CH2:15][CH2:14][CH2:13][C@@H:12]2[CH2:16][CH2:17]1)=[O:34])[C:26]1[CH:31]=[CH:30][CH:29]=[CH:28][CH:27]=1, predict the reactants needed to synthesize it. The reactants are: [CH2:1]([N:9]1[CH2:15][CH2:14][CH2:13][C@@H:12]2[CH2:16][CH2:17][NH:18][C@@H:11]2[CH2:10]1)[CH2:2][C:3]1[CH:8]=[CH:7][CH:6]=[CH:5][CH:4]=1.C(=O)([O-])[O-].[K+].[K+].[CH2:25]([O:32][C:33](Cl)=[O:34])[C:26]1[CH:31]=[CH:30][CH:29]=[CH:28][CH:27]=1. (5) Given the product [CH3:23][O:22][C:20]([C:19]1[CH:24]=[CH:25][C:16]([NH:15][C:2]2[C:11]3[CH:10]=[CH:9][CH:8]=[CH:7][C:6]=3[N:5]=[C:4]3[CH2:12][CH2:13][CH2:14][C:3]=23)=[CH:17][CH:18]=1)=[O:21], predict the reactants needed to synthesize it. The reactants are: Cl[C:2]1[C:11]2[CH:10]=[CH:9][CH:8]=[CH:7][C:6]=2[N:5]=[C:4]2[CH2:12][CH2:13][CH2:14][C:3]=12.[NH2:15][C:16]1[CH:25]=[CH:24][C:19]([C:20]([O:22][CH3:23])=[O:21])=[CH:18][CH:17]=1.C1(O)C=CC=CC=1.[I-].[Na+]. (6) Given the product [F:19][C:16]1[CH:17]=[CH:18][C:13]([C:5]2[CH:4]=[N:21][O:12][C:6]=2[C:7]([O:9][CH2:10][CH3:11])=[O:8])=[CH:14][CH:15]=1, predict the reactants needed to synthesize it. The reactants are: C(O/[CH:4]=[C:5](\[C:13]1[CH:18]=[CH:17][C:16]([F:19])=[CH:15][CH:14]=1)/[C:6](=[O:12])[C:7]([O:9][CH2:10][CH3:11])=[O:8])C.Cl.[NH2:21]O.